From a dataset of Reaction yield outcomes from USPTO patents with 853,638 reactions. Predict the reaction yield, written as a fraction of the theoretical maximum amount of product (1.0 means a 100% yield; for example, 0.34 means a 34% yield). The reactants are [Cl:1][C:2]1[CH:7]=[CH:6][C:5]([C:8](=[CH:12][C:13]2[CH:18]=[CH:17][C:16]([O:19]C(=O)C)=[C:15]([O:23][CH3:24])[CH:14]=2)C(O)=O)=[CH:4][CH:3]=1.C([O-])(O)=O.[Na+].CC1NC=CN=1. The catalyst is C(O)COCCO. The product is [Cl:1][C:2]1[CH:7]=[CH:6][C:5]([CH:8]=[CH:12][C:13]2[CH:18]=[CH:17][C:16]([OH:19])=[C:15]([O:23][CH3:24])[CH:14]=2)=[CH:4][CH:3]=1. The yield is 0.890.